This data is from Catalyst prediction with 721,799 reactions and 888 catalyst types from USPTO. The task is: Predict which catalyst facilitates the given reaction. (1) Reactant: C(OC([NH:8][CH2:9][C:10]1[C:11]([CH2:30][CH:31]([CH3:33])[CH3:32])=[N:12][C:13]2[C:18]([C:19]=1[C:20]1[CH:25]=[CH:24][CH:23]=[CH:22][CH:21]=1)=[CH:17][C:16]([C:26]([O:28][CH3:29])=[O:27])=[CH:15][CH:14]=2)=O)(C)(C)C.[ClH:34]. Product: [ClH:34].[ClH:34].[NH2:8][CH2:9][C:10]1[C:11]([CH2:30][CH:31]([CH3:33])[CH3:32])=[N:12][C:13]2[C:18]([C:19]=1[C:20]1[CH:25]=[CH:24][CH:23]=[CH:22][CH:21]=1)=[CH:17][C:16]([C:26]([O:28][CH3:29])=[O:27])=[CH:15][CH:14]=2. The catalyst class is: 54. (2) Reactant: [OH:1][C:2](=[CH:6][C:7]1[CH:12]=[CH:11][C:10]([N+:13]([O-:15])=[O:14])=[CH:9][CH:8]=1)[C:3]([OH:5])=O.[C:16]([O-])([O-])=O.[Cs+].[Cs+].S(OCC)(O[CH2:26][CH3:27])(=O)=O.O.CN([CH:35]=[O:36])C. Product: [CH2:26]([O:1][C:2](=[CH:6][C:7]1[CH:12]=[CH:11][C:10]([N+:13]([O-:15])=[O:14])=[CH:9][CH:8]=1)[C:3]([O:36][CH2:35][CH3:16])=[O:5])[CH3:27]. The catalyst class is: 13. (3) Reactant: [Cl:1][C:2]1[CH:7]=[CH:6][CH:5]=[CH:4][C:3]=1[N:8]=[C:9]=S.[Cl:11][C:12]1[CH:13]=[C:14]([CH:31]=[CH:32][C:33]=1[Cl:34])[CH2:15][N:16]1[CH2:21][CH2:20][CH:19]([NH:22][C:23](=[O:30])[CH2:24][CH2:25][C:26]([NH:28][NH2:29])=[O:27])[CH2:18][CH2:17]1. Product: [Cl:1][C:2]1[CH:7]=[CH:6][CH:5]=[CH:4][C:3]=1[NH:8][C:9]1[O:27][C:26]([CH2:25][CH2:24][C:23]([NH:22][CH:19]2[CH2:20][CH2:21][N:16]([CH2:15][C:14]3[CH:31]=[CH:32][C:33]([Cl:34])=[C:12]([Cl:11])[CH:13]=3)[CH2:17][CH2:18]2)=[O:30])=[N:28][N:29]=1. The catalyst class is: 9.